This data is from Forward reaction prediction with 1.9M reactions from USPTO patents (1976-2016). The task is: Predict the product of the given reaction. (1) The product is: [N:1]1[C:2]2[CH2:7][CH2:6][CH2:5][C:4](=[O:8])[C:3]=2[CH:14]=[CH:13][CH:12]=1. Given the reactants [NH2:1][C:2]1[CH2:7][CH2:6][CH2:5][C:4](=[O:8])[CH:3]=1.C(O[CH:12](OCC)[CH2:13][CH:14](OCC)OCC)C.CC1C=CC(S(O)(=O)=O)=CC=1.C(=O)(O)[O-].[Na+], predict the reaction product. (2) Given the reactants [O:1]=[S:2]1(=[O:61])[CH2:7][CH2:6][N:5]([C:8]([CH3:60])([CH3:59])[CH2:9][NH:10][CH2:11][C@:12]23[CH2:55][CH2:54][C@@H:53]([C:56]([CH3:58])=[CH2:57])[C@@H:13]2[C@@H:14]2[C@@:27]([CH3:30])([CH2:28][CH2:29]3)[C@@:26]3([CH3:31])[C@@H:17]([C@:18]4([CH3:52])[C@@H:23]([CH2:24][CH2:25]3)[C:22]([CH3:33])([CH3:32])[C:21]([C:34]3[CH2:39][CH2:38][C@@:37]([CH2:50][F:51])([C:40]([O:42]CC5C=CC=CC=5)=[O:41])[CH2:36][CH:35]=3)=[CH:20][CH2:19]4)[CH2:16][CH2:15]2)[CH2:4][CH2:3]1.[OH-].[Na+], predict the reaction product. The product is: [O:61]=[S:2]1(=[O:1])[CH2:3][CH2:4][N:5]([C:8]([CH3:60])([CH3:59])[CH2:9][NH:10][CH2:11][C@:12]23[CH2:55][CH2:54][C@@H:53]([C:56]([CH3:58])=[CH2:57])[C@@H:13]2[C@@H:14]2[C@@:27]([CH3:30])([CH2:28][CH2:29]3)[C@@:26]3([CH3:31])[C@@H:17]([C@:18]4([CH3:52])[C@@H:23]([CH2:24][CH2:25]3)[C:22]([CH3:33])([CH3:32])[C:21]([C:34]3[CH2:39][CH2:38][C@@:37]([CH2:50][F:51])([C:40]([OH:42])=[O:41])[CH2:36][CH:35]=3)=[CH:20][CH2:19]4)[CH2:16][CH2:15]2)[CH2:6][CH2:7]1. (3) Given the reactants [OH:1][C:2]1[CH:3]=[C:4]([C:10](=O)[CH3:11])[CH:5]=[CH:6][C:7]=1[O:8][CH3:9].Cl.[F:14][C:15]1[CH:16]=[C:17]([CH:21]=[CH:22][CH:23]=1)[CH2:18][O:19][NH2:20], predict the reaction product. The product is: [F:14][C:15]1[CH:16]=[C:17]([CH:21]=[CH:22][CH:23]=1)[CH2:18][O:19]/[N:20]=[C:10](/[C:4]1[CH:5]=[CH:6][C:7]([O:8][CH3:9])=[C:2]([OH:1])[CH:3]=1)\[CH3:11]. (4) Given the reactants [CH3:1][N:2]([C@@H:10]([CH3:39])[C:11]([NH:13][C@H:14]([C:18]([N:20]1[CH2:25][CH2:24][NH:23][CH2:22][C@H:21]1[C:26]([NH:28][C@H:29]1[C:38]2[C:33](=[CH:34][CH:35]=[CH:36][CH:37]=2)[CH2:32][CH2:31][CH2:30]1)=[O:27])=[O:19])[CH:15]([CH3:17])[CH3:16])=[O:12])[C:3](=[O:9])[O:4][C:5]([CH3:8])([CH3:7])[CH3:6].CCN(C(C)C)C(C)C.[C:49]1([S:55](Cl)(=[O:57])=[O:56])[CH:54]=[CH:53][CH:52]=[CH:51][CH:50]=1, predict the reaction product. The product is: [CH3:1][N:2]([C@@H:10]([CH3:39])[C:11]([NH:13][C@H:14]([C:18]([N:20]1[CH2:25][CH2:24][N:23]([S:55]([C:49]2[CH:54]=[CH:53][CH:52]=[CH:51][CH:50]=2)(=[O:57])=[O:56])[CH2:22][C@H:21]1[C:26]([NH:28][C@H:29]1[C:38]2[C:33](=[CH:34][CH:35]=[CH:36][CH:37]=2)[CH2:32][CH2:31][CH2:30]1)=[O:27])=[O:19])[CH:15]([CH3:17])[CH3:16])=[O:12])[C:3](=[O:9])[O:4][C:5]([CH3:7])([CH3:8])[CH3:6]. (5) Given the reactants [N+:1]([C:4]1[CH:9]=[CH:8][CH:7]=[CH:6][C:5]=1[NH2:10])([O-:3])=[O:2].C1C(=O)N([Br:18])C(=O)C1.O, predict the reaction product. The product is: [Br:18][C:8]1[CH:7]=[CH:6][C:5]([NH2:10])=[C:4]([N+:1]([O-:3])=[O:2])[CH:9]=1.